The task is: Regression. Given a peptide amino acid sequence and an MHC pseudo amino acid sequence, predict their binding affinity value. This is MHC class I binding data.. This data is from Peptide-MHC class I binding affinity with 185,985 pairs from IEDB/IMGT. (1) The peptide sequence is VTNRHEEKF. The MHC is HLA-B07:02 with pseudo-sequence HLA-B07:02. The binding affinity (normalized) is 0.213. (2) The peptide sequence is YTVKYPNI. The MHC is H-2-Db with pseudo-sequence H-2-Db. The binding affinity (normalized) is 0. (3) The peptide sequence is IRTFSFQLI. The MHC is HLA-A29:02 with pseudo-sequence HLA-A29:02. The binding affinity (normalized) is 0.0299.